The task is: Regression. Given a peptide amino acid sequence and an MHC pseudo amino acid sequence, predict their binding affinity value. This is MHC class I binding data.. This data is from Peptide-MHC class I binding affinity with 185,985 pairs from IEDB/IMGT. The peptide sequence is SAMIHPGRI. The MHC is H-2-Db with pseudo-sequence H-2-Db. The binding affinity (normalized) is 0.185.